Dataset: Forward reaction prediction with 1.9M reactions from USPTO patents (1976-2016). Task: Predict the product of the given reaction. (1) Given the reactants [OH:1][CH2:2][C:3]1[O:7][C:6]([CH2:8][OH:9])=[CH:5][CH:4]=1.[H][H], predict the reaction product. The product is: [OH:9][CH2:8][CH:6]1[O:7][CH:3]([CH2:2][OH:1])[CH2:4][CH2:5]1. (2) The product is: [F:17][C:14]1[CH:15]=[CH:16][C:11]([N:6]2[C:5]3[CH:18]=[CH:19][C:2]([C:27]([OH:28])([C:29]4[C:37]5[C:32](=[CH:33][CH:34]=[CH:35][CH:36]=5)[N:31]([CH3:38])[CH:30]=4)[C:26]([F:25])([F:40])[F:39])=[CH:3][C:4]=3[N:8]([CH3:9])[C:7]2=[O:10])=[CH:12][CH:13]=1. Given the reactants Br[C:2]1[CH:19]=[CH:18][C:5]2[N:6]([C:11]3[CH:16]=[CH:15][C:14]([F:17])=[CH:13][CH:12]=3)[C:7](=[O:10])[N:8]([CH3:9])[C:4]=2[CH:3]=1.C([Li])(C)(C)C.[F:25][C:26]([F:40])([F:39])[C:27]([C:29]1[C:37]2[C:32](=[CH:33][CH:34]=[CH:35][CH:36]=2)[N:31]([CH3:38])[CH:30]=1)=[O:28], predict the reaction product. (3) Given the reactants [NH:1]([C:3]1[CH:4]=[C:5]([CH:8]=[CH:9][N:10]=1)[C:6]#[N:7])[NH2:2].O=[C:12]([CH3:19])[CH2:13][C:14](OCC)=[O:15], predict the reaction product. The product is: [OH:15][C:14]1[N:1]([C:3]2[CH:4]=[C:5]([C:6]#[N:7])[CH:8]=[CH:9][N:10]=2)[N:2]=[C:12]([CH3:19])[CH:13]=1. (4) Given the reactants [Br:1][C:2]1[CH:10]=[CH:9][C:5]([C:6](O)=[O:7])=[CH:4][C:3]=1[CH3:11].S(Cl)([Cl:14])=O, predict the reaction product. The product is: [Br:1][C:2]1[CH:10]=[CH:9][C:5]([C:6]([Cl:14])=[O:7])=[CH:4][C:3]=1[CH3:11].